This data is from Full USPTO retrosynthesis dataset with 1.9M reactions from patents (1976-2016). The task is: Predict the reactants needed to synthesize the given product. Given the product [CH:1]1([C:7]([N:9]([CH3:37])[CH2:10][CH2:11][O:12][C:13]2[CH:18]=[CH:17][C:16]([CH2:19][C@H:20]([NH:25][C:26]3[S:27][CH:28]=[C:29]([C:31]4[CH:36]=[CH:35][CH:34]=[CH:33][CH:32]=4)[N:30]=3)[C:21]([OH:23])=[O:22])=[CH:15][CH:14]=2)=[O:8])[CH2:6][CH2:5][CH2:4][CH2:3][CH2:2]1, predict the reactants needed to synthesize it. The reactants are: [CH:1]1([C:7]([N:9]([CH3:37])[CH2:10][CH2:11][O:12][C:13]2[CH:18]=[CH:17][C:16]([CH2:19][C@H:20]([NH:25][C:26]3[S:27][CH:28]=[C:29]([C:31]4[CH:36]=[CH:35][CH:34]=[CH:33][CH:32]=4)[N:30]=3)[C:21]([O:23]C)=[O:22])=[CH:15][CH:14]=2)=[O:8])[CH2:6][CH2:5][CH2:4][CH2:3][CH2:2]1.[Li+].[OH-].O.